From a dataset of Reaction yield outcomes from USPTO patents with 853,638 reactions. Predict the reaction yield, written as a fraction of the theoretical maximum amount of product (1.0 means a 100% yield; for example, 0.34 means a 34% yield). (1) The reactants are [C:1]1([CH:7]([C:12]([O:14][CH3:15])=[O:13])[C:8]([O:10][CH3:11])=[O:9])C=[CH:5][CH:4]=[CH:3][CH:2]=1.[H-].[Na+].Br[CH2:19][CH2:20][C:21]1[CH:26]=[CH:25][C:24](OC)=[CH:23][CH:22]=1.[CH2:29]1[CH2:33][O:32][CH2:31][CH2:30]1. The catalyst is [Cl-].[Na+].O. The product is [CH3:31][O:32][C:33]1[CH:29]=[CH:30][C:3]([CH2:2][CH2:1][C:7]([CH2:19][CH2:20][C:21]2[CH:22]=[CH:23][CH:24]=[CH:25][CH:26]=2)([C:8]([O:10][CH3:11])=[O:9])[C:12]([O:14][CH3:15])=[O:13])=[CH:4][CH:5]=1. The yield is 0.580. (2) The reactants are [Cl:1][C:2]1[N:7]=[CH:6][C:5]([O:8][CH3:9])=[C:4]([Cl:10])[N:3]=1.[CH:11]([Mg]Br)=[CH2:12].ClC1C(=O)C(C#N)=C(C#N)C(=O)C=1Cl. The catalyst is O1CCCC1. The product is [Cl:1][C:2]1[N:7]=[C:6]([CH:11]=[CH2:12])[C:5]([O:8][CH3:9])=[C:4]([Cl:10])[N:3]=1. The yield is 0.600. (3) The reactants are [CH3:1][O:2][S:3]([CH3:6])(=[O:5])=[O:4].[Li]CCCC.[CH2:12]([O:14][P:15](Cl)(=[O:19])[O:16][CH2:17][CH3:18])[CH3:13].[NH4+].[Cl-]. The catalyst is C1COCC1.CCCCCC.O. The product is [CH3:1][O:2][S:3]([CH2:6][P:15]([O:16][CH2:17][CH3:18])([O:14][CH2:12][CH3:13])=[O:19])(=[O:5])=[O:4]. The yield is 0.530. (4) The reactants are C[Si]([N-][Si](C)(C)C)(C)C.[Li+].[Br:11][C:12]1[CH:18]=[CH:17][C:15]([NH2:16])=[CH:14][CH:13]=1.[Cl:19][C:20]1[CH:27]=[CH:26][CH:25]=[C:24]([CH3:28])[C:21]=1[C:22]#[N:23]. The catalyst is C1COCC1. The product is [Br:11][C:12]1[CH:18]=[CH:17][C:15]([NH:16][C:22](=[NH:23])[C:21]2[C:24]([CH3:28])=[CH:25][CH:26]=[CH:27][C:20]=2[Cl:19])=[CH:14][CH:13]=1. The yield is 0.660. (5) The catalyst is CCO.CC(=O)OCC.CCCCCC. The product is [Br:9][C:5]1[C:6]([Cl:8])=[CH:7][C:2]2[N:1]=[CH:13][O:10][C:3]=2[CH:4]=1. The yield is 0.652. The reactants are [NH2:1][C:2]1[CH:7]=[C:6]([Cl:8])[C:5]([Br:9])=[CH:4][C:3]=1[OH:10].[Yb+3].F[C:13](F)(F)S([O-])(=O)=O.FC(F)(F)S([O-])(=O)=O.FC(F)(F)S([O-])(=O)=O.C(OC)(OC)OC. (6) The reactants are [C:1]([C:4]1[C:5]([O:14][CH2:15][CH3:16])=[C:6]([C:9]([CH3:13])=[C:10]([Cl:12])[CH:11]=1)[CH:7]=[O:8])(=[O:3])[CH3:2].O.[OH:18]P([O-])(O)=O.[Na+].OO.Cl([O-])=O.[Na+]. The catalyst is C(#N)C.O.Cl. The product is [C:1]([C:4]1[C:5]([O:14][CH2:15][CH3:16])=[C:6]([C:9]([CH3:13])=[C:10]([Cl:12])[CH:11]=1)[C:7]([OH:18])=[O:8])(=[O:3])[CH3:2]. The yield is 1.00. (7) The reactants are [OH-:1].[Na+].[OH-].[NH4+].[Cl:5][C:6]1[O:10][C:9]([CH:11]=[O:12])=[CH:8][CH:7]=1. The catalyst is O.CO.[N+]([O-])([O-])=O.[Ag+]. The product is [Cl:5][C:6]1[O:10][C:9]([C:11]([OH:1])=[O:12])=[CH:8][CH:7]=1. The yield is 0.950. (8) The reactants are Br[CH2:2][C:3]([C:5]1[C:6]([CH:28]2[CH2:31][CH2:30][CH2:29]2)=[CH:7][C:8]([CH3:27])=[C:9]([CH:26]=1)[C:10]([N:12]1[CH2:17][CH2:16][CH:15]([C:18]2[CH:25]=[CH:24][C:21]([C:22]#[N:23])=[CH:20][CH:19]=2)[CH2:14][CH2:13]1)=[O:11])=O.Cl.[C:33](=[NH:37])([NH2:36])[CH2:34][CH3:35].C(=O)([O-])[O-].[K+].[K+]. The catalyst is CC#N. The product is [CH:28]1([C:6]2[C:5]([C:3]3[NH:36][C:33]([CH2:34][CH3:35])=[N:37][CH:2]=3)=[CH:26][C:9]([C:10]([N:12]3[CH2:17][CH2:16][CH:15]([C:18]4[CH:25]=[CH:24][C:21]([C:22]#[N:23])=[CH:20][CH:19]=4)[CH2:14][CH2:13]3)=[O:11])=[C:8]([CH3:27])[CH:7]=2)[CH2:31][CH2:30][CH2:29]1. The yield is 0.440. (9) The catalyst is C(Cl)Cl.Cl[Pd](Cl)([P](C1C=CC=CC=1)(C1C=CC=CC=1)C1C=CC=CC=1)[P](C1C=CC=CC=1)(C1C=CC=CC=1)C1C=CC=CC=1.O. The reactants are [NH2:1][C:2]1[CH:7]=[C:6](Br)[N:5]=[C:4]([C:9]([O:11][CH3:12])=[O:10])[C:3]=1[O:13][CH3:14].COCCOC.[Cl:21][C:22]1[CH:27]=[CH:26][C:25](B2OCCCO2)=[CH:24][CH:23]=1.[F-].[Cs+]. The yield is 0.440. The product is [NH2:1][C:2]1[CH:7]=[C:6]([C:25]2[CH:26]=[CH:27][C:22]([Cl:21])=[CH:23][CH:24]=2)[N:5]=[C:4]([C:9]([O:11][CH3:12])=[O:10])[C:3]=1[O:13][CH3:14].